Dataset: Catalyst prediction with 721,799 reactions and 888 catalyst types from USPTO. Task: Predict which catalyst facilitates the given reaction. (1) Reactant: Cl.Cl.[NH2:3][C:4]1[C:8]([NH2:9])=[CH:7][S:6][CH:5]=1.C(N(CC)CC)C.Cl.[CH:18]1([C:21](=N)OCC)[CH2:20][CH2:19]1.C(=O)([O-])O.[Na+]. Product: [CH:18]1([C:21]2[NH:3][C:4]3=[CH:5][S:6][CH:7]=[C:8]3[N:9]=2)[CH2:20][CH2:19]1. The catalyst class is: 8. (2) Reactant: [F:1][C:2]1[CH:7]=[CH:6][C:5]([F:8])=[CH:4][C:3]=1[CH:9]1[CH2:13][CH2:12][CH2:11][N:10]1[C:14]1[CH:19]=[CH:18][N:17]2[N:20]=[CH:21][C:22]([C:23]([O:25]CC)=[O:24])=[C:16]2[N:15]=1.[Li+].[OH-]. Product: [F:1][C:2]1[CH:7]=[CH:6][C:5]([F:8])=[CH:4][C:3]=1[CH:9]1[CH2:13][CH2:12][CH2:11][N:10]1[C:14]1[CH:19]=[CH:18][N:17]2[N:20]=[CH:21][C:22]([C:23]([OH:25])=[O:24])=[C:16]2[N:15]=1. The catalyst class is: 88. (3) Reactant: Cl[CH2:2][CH2:3][C:4]([C:6]1[CH:7]=[C:8]2[C:12](=[CH:13][CH:14]=1)[C:11]([CH3:16])([CH3:15])[C:10](=[O:17])[C:9]2([CH3:19])[CH3:18])=[O:5].Cl.[N:21]1([C:27]2[C:31]3[CH:32]=[CH:33][CH:34]=[CH:35][C:30]=3[O:29][N:28]=2)[CH2:26][CH2:25][NH:24][CH2:23][CH2:22]1.C(=O)([O-])[O-].[K+].[K+].[I-].[Na+]. Product: [O:29]1[C:30]2[CH:35]=[CH:34][CH:33]=[CH:32][C:31]=2[C:27]([N:21]2[CH2:22][CH2:23][N:24]([CH2:2][CH2:3][C:4]([C:6]3[CH:7]=[C:8]4[C:12](=[CH:13][CH:14]=3)[C:11]([CH3:16])([CH3:15])[C:10](=[O:17])[C:9]4([CH3:19])[CH3:18])=[O:5])[CH2:25][CH2:26]2)=[N:28]1. The catalyst class is: 47. (4) Reactant: C(=O)([O-])[O-].[K+].[K+].[F:7][C:8]([F:32])([F:31])[C:9]1[N:13]2[N:14]=[C:15]([N:18]3[CH2:23][CH2:22][CH:21]([C:24]4[CH:29]=[CH:28][C:27]([OH:30])=[CH:26][CH:25]=4)[CH2:20][CH2:19]3)[CH2:16][CH2:17][C:12]2=[N:11][N:10]=1.Cl[CH2:34][C:35](=[O:37])[CH3:36]. Product: [F:32][C:8]([F:7])([F:31])[C:9]1[N:13]2[N:14]=[C:15]([N:18]3[CH2:23][CH2:22][CH:21]([C:24]4[CH:25]=[CH:26][C:27]([O:30][CH2:34][C:35](=[O:37])[CH3:36])=[CH:28][CH:29]=4)[CH2:20][CH2:19]3)[CH2:16][CH2:17][C:12]2=[N:11][N:10]=1. The catalyst class is: 44.